Predict the product of the given reaction. From a dataset of Forward reaction prediction with 1.9M reactions from USPTO patents (1976-2016). (1) Given the reactants [I:1][C:2]1[C:6]([C:7]([O:9][CH2:10][CH3:11])=[O:8])=[CH:5][NH:4][N:3]=1.[O:12]1[CH:17]=[CH:16][CH2:15][CH2:14][CH2:13]1.CC1C=CC(S(O)(=O)=O)=CC=1, predict the reaction product. The product is: [I:1][C:2]1[C:6]([C:7]([O:9][CH2:10][CH3:11])=[O:8])=[CH:5][N:4]([CH:13]2[CH2:14][CH2:15][CH2:16][CH2:17][O:12]2)[N:3]=1. (2) Given the reactants [C:1]1([N:7]2[C:19]3[CH:18]=[CH:17][CH:16]=[CH:15][C:14]=3[C:13]3[C:8]2=[CH:9][CH:10]=[CH:11][CH:12]=3)[CH:6]=[CH:5][CH:4]=[CH:3][CH:2]=1.[Br:20]N1C(=O)CCC1=O.C1(C)C=CC=CC=1, predict the reaction product. The product is: [Br:20][C:16]1[CH:17]=[CH:18][C:19]2[N:7]([C:1]3[CH:2]=[CH:3][CH:4]=[CH:5][CH:6]=3)[C:8]3[C:13]([C:14]=2[CH:15]=1)=[CH:12][CH:11]=[CH:10][CH:9]=3. (3) Given the reactants [F:1][C:2]1[C:7]([F:8])=[CH:6][CH:5]=[CH:4][C:3]=1[CH2:9][S:10][C:11]1[N:16]=[C:15]([NH:17][S:18]([N:21]2[CH2:24][CH2:23][CH2:22]2)(=[O:20])=[O:19])[CH:14]=[C:13]([S:25][CH:26]2[CH2:31][O:30]C(C3C=CC=CC=3)[O:28][CH2:27]2)[N:12]=1.C1(C)C=CC(S([O-])(=O)=O)=CC=1.[NH+]1C=CC=CC=1, predict the reaction product. The product is: [F:1][C:2]1[C:7]([F:8])=[CH:6][CH:5]=[CH:4][C:3]=1[CH2:9][S:10][C:11]1[N:16]=[C:15]([NH:17][S:18]([N:21]2[CH2:22][CH2:23][CH2:24]2)(=[O:20])=[O:19])[CH:14]=[C:13]([S:25][CH:26]([CH2:27][OH:28])[CH2:31][OH:30])[N:12]=1. (4) Given the reactants [C:1]1([C:7]2[CH:8]=[C:9]3[C:13](=[C:14]([C:16]([NH2:18])=[O:17])[CH:15]=2)[NH:12][CH:11]=[C:10]3[C:19]2[CH2:20][CH2:21][NH:22][CH2:23][CH:24]=2)[CH:6]=[CH:5][CH:4]=[CH:3][CH:2]=1.[CH3:25][CH:26]([S:28](Cl)(=[O:30])=[O:29])C.[CH2:32](N(CC)CC)C, predict the reaction product. The product is: [C:1]1([C:7]2[CH:8]=[C:9]3[C:13](=[C:14]([C:16]([NH2:18])=[O:17])[CH:15]=2)[NH:12][CH:11]=[C:10]3[C:19]2[CH2:20][CH2:21][N:22]([S:28]([CH2:26][CH2:25][CH3:32])(=[O:30])=[O:29])[CH2:23][CH:24]=2)[CH:2]=[CH:3][CH:4]=[CH:5][CH:6]=1. (5) Given the reactants [CH:1]1[C:6]2[CH2:7][CH2:8][CH2:9][CH2:10][CH:11]([CH2:12][CH2:13][CH2:14][C:15]([O:17]CC)=[O:16])[C:5]=2[CH:4]=[CH:3][CH:2]=1.[OH-].[Na+].Cl, predict the reaction product. The product is: [CH:1]1[C:6]2[CH2:7][CH2:8][CH2:9][CH2:10][CH:11]([CH2:12][CH2:13][CH2:14][C:15]([OH:17])=[O:16])[C:5]=2[CH:4]=[CH:3][CH:2]=1. (6) Given the reactants Br[CH2:2][C:3]1[O:7][C:6]2[C:8]([O:14]C(=O)C)=[C:9]([O:12][CH3:13])[CH:10]=[CH:11][C:5]=2[C:4]=1[C:18](=[O:31])[C:19]1[CH:24]=[C:23]([O:25][CH3:26])[C:22]([O:27][CH3:28])=[C:21]([O:29][CH3:30])[CH:20]=1.[CH3:32][NH:33][CH3:34], predict the reaction product. The product is: [CH3:32][N:33]([CH:2]=[C:3]1[O:7][C:6]2[C:8]([OH:14])=[C:9]([O:12][CH3:13])[CH:10]=[CH:11][C:5]=2[CH:4]1[C:18](=[O:31])[C:19]1[CH:24]=[C:23]([O:25][CH3:26])[C:22]([O:27][CH3:28])=[C:21]([O:29][CH3:30])[CH:20]=1)[CH3:34]. (7) Given the reactants Cl[C:2]1[C:11]2[C:6](=[N:7][CH:8]=[CH:9][CH:10]=2)[N:5]=[C:4]([C:12]2[CH:13]=[N:14][CH:15]=[C:16]([F:18])[CH:17]=2)[C:3]=1[CH3:19].[CH3:20][C:21]1([CH3:36])[C:25]2=[N:26][CH:27]=[C:28]([N:30]3[CH2:35][CH2:34][O:33][CH2:32][CH2:31]3)[CH:29]=[C:24]2[NH:23][CH2:22]1.CC(C)([O-])C.[Na+], predict the reaction product. The product is: [CH3:20][C:21]1([CH3:36])[C:25]2=[N:26][CH:27]=[C:28]([N:30]3[CH2:35][CH2:34][O:33][CH2:32][CH2:31]3)[CH:29]=[C:24]2[N:23]([C:2]2[C:11]3[C:6](=[N:7][CH:8]=[CH:9][CH:10]=3)[N:5]=[C:4]([C:12]3[CH:13]=[N:14][CH:15]=[C:16]([F:18])[CH:17]=3)[C:3]=2[CH3:19])[CH2:22]1.